This data is from Forward reaction prediction with 1.9M reactions from USPTO patents (1976-2016). The task is: Predict the product of the given reaction. (1) Given the reactants [CH2:1]([C:8]1[N:12]([CH:13]([CH:23]2[CH2:28][CH2:27][CH2:26][CH2:25][CH2:24]2)[C:14]([NH:16][CH:17]2[CH2:22]C[CH2:20][CH2:19][CH2:18]2)=[O:15])[C:11]2[CH:29]=[C:30]([Cl:34])[C:31]([F:33])=[CH:32][C:10]=2[N:9]=1)[C:2]1[CH:7]=[CH:6][CH:5]=[CH:4][CH:3]=1.C1([CH:41]=[O:42])CCCCC1.[CH3:43][O:44]C1C=CC(C=O)=CC=1.ClC1C=C(CC(O)=O)C=CC=1.COC(C1C=CC=CC=1)C(O)=O.C1([N+]#[C-])CCCCC1.C1([N+]#[C-])CCCC1, predict the reaction product. The product is: [Cl:34][C:30]1[C:31]([F:33])=[CH:32][C:10]2[N:9]=[C:8]([CH:1]([O:44][CH3:43])[C:2]3[CH:7]=[CH:6][CH:5]=[CH:4][CH:3]=3)[N:12]([CH:13]([C:23]3[CH:28]=[CH:27][C:26]([O:42][CH3:41])=[CH:25][CH:24]=3)[C:14]([NH:16][CH:17]3[CH2:18][CH2:19][CH2:20][CH2:22]3)=[O:15])[C:11]=2[CH:29]=1. (2) Given the reactants [CH3:1][O:2][C:3](=[O:10])[CH2:4][NH:5][C:6]([CH3:9])([CH3:8])[CH3:7].C(N(CC)C(C)C)(C)C.[F:20][C:21]1[CH:26]=[CH:25][C:24]([S:27](Cl)(=[O:29])=[O:28])=[CH:23][CH:22]=1.C(OCC)(=O)C, predict the reaction product. The product is: [C:6]([N:5]([CH2:4][C:3]([O:2][CH3:1])=[O:10])[S:27]([C:24]1[CH:25]=[CH:26][C:21]([F:20])=[CH:22][CH:23]=1)(=[O:29])=[O:28])([CH3:9])([CH3:8])[CH3:7]. (3) The product is: [Br:8][C:5]1[CH:6]=[CH:7][C:2]([C:15]2([OH:14])[CH2:16][CH2:17][N:18]([C:21]([O:23][C:24]([CH3:26])([CH3:25])[CH3:27])=[O:22])[CH2:19][CH2:20]2)=[N:3][CH:4]=1. Given the reactants Br[C:2]1[CH:7]=[CH:6][C:5]([Br:8])=[CH:4][N:3]=1.[Li]CCCC.[O:14]=[C:15]1[CH2:20][CH2:19][N:18]([C:21]([O:23][C:24]([CH3:27])([CH3:26])[CH3:25])=[O:22])[CH2:17][CH2:16]1, predict the reaction product. (4) Given the reactants CN(C)C=[C:4]([C:10]1[CH:15]=[CH:14][C:13]([CH2:16][CH2:17][CH2:18][CH2:19][CH2:20][CH3:21])=[CH:12][CH:11]=1)[C:5](OCC)=[O:6].[CH3:23][C:24]([NH:34][NH:35][C:36](OC(C)(C)C)=O)([CH3:33])[CH2:25][C:26]1[CH:31]=[CH:30][C:29]([CH3:32])=[CH:28][CH:27]=1, predict the reaction product. The product is: [CH2:16]([C:13]1[CH:12]=[CH:11][C:10]([C:4]2[CH:36]=[N:35][N:34]([C:24]([CH3:23])([CH3:33])[CH2:25][C:26]3[CH:27]=[CH:28][C:29]([CH3:32])=[CH:30][CH:31]=3)[C:5]=2[OH:6])=[CH:15][CH:14]=1)[CH2:17][CH2:18][CH2:19][CH2:20][CH3:21]. (5) Given the reactants [Cl:1][C:2]1[CH:3]=[N:4][C:5]2[N:6]([N:8]=[C:9]([C:11]([OH:13])=O)[CH:10]=2)[CH:7]=1.[CH3:14][CH:15]1[CH2:20][C:19]([C:21]2[CH:26]=[CH:25][CH:24]=[CH:23][C:22]=2[C:27]([F:30])([F:29])[F:28])=[CH:18][CH2:17][NH:16]1, predict the reaction product. The product is: [Cl:1][C:2]1[CH:3]=[N:4][C:5]2[N:6]([N:8]=[C:9]([C:11]([N:16]3[CH2:17][CH:18]=[C:19]([C:21]4[CH:26]=[CH:25][CH:24]=[CH:23][C:22]=4[C:27]([F:28])([F:29])[F:30])[CH2:20][CH:15]3[CH3:14])=[O:13])[CH:10]=2)[CH:7]=1.